From a dataset of Full USPTO retrosynthesis dataset with 1.9M reactions from patents (1976-2016). Predict the reactants needed to synthesize the given product. Given the product [F:17][C:8]([F:7])([F:18])[C:9]([NH:11][C@@H:12]([CH3:13])[C:14]([C:29]1[CH:28]=[C:27]([O:34][CH3:35])[C:26]([Br:25])=[CH:31][C:30]=1[O:32][CH3:33])=[O:16])=[O:10], predict the reactants needed to synthesize it. The reactants are: C(Cl)(=O)C(Cl)=O.[F:7][C:8]([F:18])([F:17])[C:9]([NH:11][C@H:12]([C:14]([OH:16])=O)[CH3:13])=[O:10].N1C=CC=CC=1.[Br:25][C:26]1[CH:31]=[C:30]([O:32][CH3:33])[CH:29]=[CH:28][C:27]=1[O:34][CH3:35].